Dataset: Full USPTO retrosynthesis dataset with 1.9M reactions from patents (1976-2016). Task: Predict the reactants needed to synthesize the given product. (1) Given the product [N+:17]([C:8]1[CH:9]=[C:4]2[CH2:3][C@:2]3([CH:14]4[CH2:13][CH2:12][N:11]([CH2:16][CH2:15]4)[CH2:10]3)[O:1][C:5]2=[N:6][CH:7]=1)([O-:19])=[O:18], predict the reactants needed to synthesize it. The reactants are: [O:1]1[C:5]2=[N:6][CH:7]=[CH:8][CH:9]=[C:4]2[CH2:3][C@@:2]21[CH:14]1[CH2:15][CH2:16][N:11]([CH2:12][CH2:13]1)[CH2:10]2.[N+:17]([O-])([OH:19])=[O:18].O.C(=O)([O-])[O-].[K+].[K+]. (2) Given the product [CH3:23][N:24]1[CH:28]=[C:27]([C:2]2[CH:3]=[CH:4][C:5]3[N:6]([C:8]([CH2:11][O:12][C:13]4[C:14]5[O:22][CH:21]=[CH:20][C:15]=5[CH:16]=[N:17][C:18]=4[NH2:19])=[N:9][N:10]=3)[N:7]=2)[CH:26]=[N:25]1, predict the reactants needed to synthesize it. The reactants are: Cl[C:2]1[CH:3]=[CH:4][C:5]2[N:6]([C:8]([CH2:11][O:12][C:13]3[C:14]4[O:22][CH:21]=[CH:20][C:15]=4[CH:16]=[N:17][C:18]=3[NH2:19])=[N:9][N:10]=2)[N:7]=1.[CH3:23][N:24]1[CH:28]=[C:27](B2OC(C)(C)C(C)(C)O2)[CH:26]=[N:25]1.C(=O)([O-])[O-].[K+].[K+].O1CCOCC1. (3) The reactants are: [NH:1]1[C:9]2[C:4](=[C:5]([C:10]3[CH:18]=[C:17]4[C:13]([CH:14]=[N:15][NH:16]4)=[C:12]([C:19]4[O:20][C:21]([CH2:24][N:25]5[CH2:30][CH2:29][N:28]([CH:31]([CH3:33])[CH3:32])[CH2:27][CH2:26]5)=[CH:22][N:23]=4)[CH:11]=3)[CH:6]=[CH:7][CH:8]=2)[CH:3]=[CH:2]1.[ClH:34].C(OCC)C. Given the product [ClH:34].[NH:1]1[C:9]2[C:4](=[C:5]([C:10]3[CH:18]=[C:17]4[C:13]([CH:14]=[N:15][NH:16]4)=[C:12]([C:19]4[O:20][C:21]([CH2:24][N:25]5[CH2:26][CH2:27][N:28]([CH:31]([CH3:33])[CH3:32])[CH2:29][CH2:30]5)=[CH:22][N:23]=4)[CH:11]=3)[CH:6]=[CH:7][CH:8]=2)[CH:3]=[CH:2]1, predict the reactants needed to synthesize it. (4) The reactants are: [C:1]([C:5]1[NH:9][C:8](=[O:10])[N:7]([C:11]2[CH:16]=[CH:15][C:14]([O:17][C:18]3[CH:23]=[C:22](Cl)[N:21]=[CH:20][N:19]=3)=[C:13]([CH3:25])[N:12]=2)[N:6]=1)([CH3:4])([CH3:3])[CH3:2].[CH3:26][N:27]1[CH:31]=[C:30](B2OC(C)(C)C(C)(C)O2)[CH:29]=[N:28]1.C([O-])([O-])=O.[K+].[K+].O1CCOCC1. Given the product [C:1]([C:5]1[NH:9][C:8](=[O:10])[N:7]([C:11]2[CH:16]=[CH:15][C:14]([O:17][C:18]3[CH:23]=[C:22]([C:30]4[CH:29]=[N:28][N:27]([CH3:26])[CH:31]=4)[N:21]=[CH:20][N:19]=3)=[C:13]([CH3:25])[N:12]=2)[N:6]=1)([CH3:4])([CH3:3])[CH3:2], predict the reactants needed to synthesize it. (5) Given the product [CH2:1]([O:8][C:9]1[CH:10]=[C:11]([CH2:16][C@H:17]([NH:22][C:23](=[O:36])[C@@H:24]([NH:26][C:27](=[O:35])[CH2:28][N:29]2[CH2:34][CH2:33][O:32][CH2:31][CH2:30]2)[CH3:25])[C:18]([OH:20])=[O:19])[CH:12]=[CH:13][C:14]=1[CH3:15])[C:2]1[CH:3]=[CH:4][CH:5]=[CH:6][CH:7]=1, predict the reactants needed to synthesize it. The reactants are: [CH2:1]([O:8][C:9]1[CH:10]=[C:11]([CH2:16][C@H:17]([NH:22][C:23](=[O:36])[C@@H:24]([NH:26][C:27](=[O:35])[CH2:28][N:29]2[CH2:34][CH2:33][O:32][CH2:31][CH2:30]2)[CH3:25])[C:18]([O:20]C)=[O:19])[CH:12]=[CH:13][C:14]=1[CH3:15])[C:2]1[CH:7]=[CH:6][CH:5]=[CH:4][CH:3]=1.[OH-].[Li+].O. (6) Given the product [OH:28][CH2:27][CH:26]([NH:25][C:4]([C:6]1[C:7]2[S:15][CH:14]=[C:13]([CH2:16][O:17][C:18]3[CH:23]=[CH:22][C:21]([Br:24])=[CH:20][CH:19]=3)[C:8]=2[C:9]([NH2:12])=[N:10][CH:11]=1)=[O:5])[CH2:29][OH:30], predict the reactants needed to synthesize it. The reactants are: C(O[C:4]([C:6]1[C:7]2[S:15][CH:14]=[C:13]([CH2:16][O:17][C:18]3[CH:23]=[CH:22][C:21]([Br:24])=[CH:20][CH:19]=3)[C:8]=2[C:9]([NH2:12])=[N:10][CH:11]=1)=[O:5])C.[NH2:25][CH:26]([CH2:29][OH:30])[CH2:27][OH:28]. (7) Given the product [O:15]=[C:13]1[NH:12][C:11]2[CH:16]=[CH:17][C:8]([NH:7][C:5](=[O:6])[C:4]([OH:18])=[O:3])=[CH:9][C:10]=2[O:14]1, predict the reactants needed to synthesize it. The reactants are: C([O:3][C:4](=[O:18])[C:5]([NH:7][C:8]1[CH:17]=[CH:16][C:11]2[NH:12][C:13](=[O:15])[O:14][C:10]=2[CH:9]=1)=[O:6])C. (8) Given the product [Cl:1][C:2]1[CH:3]=[CH:4][C:5]([C:8]2[N:12]([C:13]3[CH:18]=[CH:17][C:16]([Cl:19])=[CH:15][C:14]=3[Cl:20])[N:11]=[C:10]([C:21]([NH:23][C:42](=[O:43])[NH:41][CH2:35][CH2:36][CH2:37][CH2:38][CH2:39][CH3:40])=[O:22])[C:9]=2[CH3:24])=[CH:6][CH:7]=1, predict the reactants needed to synthesize it. The reactants are: [Cl:1][C:2]1[CH:7]=[CH:6][C:5]([C:8]2[N:12]([C:13]3[CH:18]=[CH:17][C:16]([Cl:19])=[CH:15][C:14]=3[Cl:20])[N:11]=[C:10]([C:21]([NH2:23])=[O:22])[C:9]=2[CH3:24])=[CH:4][CH:3]=1.C[Si]([N-][Si](C)(C)C)(C)C.[Na+].[CH2:35]([N:41]=[C:42]=[O:43])[CH2:36][CH2:37][CH2:38][CH2:39][CH3:40].C([O-])(O)=O.[Na+]. (9) The reactants are: C(OC(=O)[NH:7][CH:8]1[CH2:13][CH2:12][N:11]([C:14](=[O:16])[CH3:15])[CH2:10][CH2:9]1)(C)(C)C.[ClH:18].CO. Given the product [ClH:18].[NH2:7][CH:8]1[CH2:13][CH2:12][N:11]([C:14](=[O:16])[CH3:15])[CH2:10][CH2:9]1, predict the reactants needed to synthesize it. (10) The reactants are: [Cl:1][C:2]1[CH:3]=[C:4]([CH2:9][CH2:10][CH:11]=[O:12])[CH:5]=[CH:6][C:7]=1[Cl:8].C(Cl)Cl.C[Si]([Br:20])(C)C.BrBr. Given the product [Br:20][CH:10]([CH2:9][C:4]1[CH:5]=[CH:6][C:7]([Cl:8])=[C:2]([Cl:1])[CH:3]=1)[CH:11]=[O:12], predict the reactants needed to synthesize it.